The task is: Predict the product of the given reaction.. This data is from Forward reaction prediction with 1.9M reactions from USPTO patents (1976-2016). (1) Given the reactants [Br:1][C:2]1[CH:3]=[C:4]([CH:6]=[CH:7][C:8]=1[C:9]1[O:13][CH:12]=[N:11][CH:10]=1)[NH2:5].[C:14]([O:18][C:19]([NH:21][C@H:22]([CH2:26][CH:27]([CH3:29])[CH3:28])[C:23](O)=[O:24])=[O:20])([CH3:17])([CH3:16])[CH3:15].C(N(CC)C(C)C)(C)C.CN(C(ON1N=NC2C=CC=NC1=2)=[N+](C)C)C.F[P-](F)(F)(F)(F)F.C([O-])(O)=O.[Na+], predict the reaction product. The product is: [Br:1][C:2]1[CH:3]=[C:4]([NH:5][C:23](=[O:24])[C@H:22]([NH:21][C:19](=[O:20])[O:18][C:14]([CH3:17])([CH3:16])[CH3:15])[CH2:26][CH:27]([CH3:29])[CH3:28])[CH:6]=[CH:7][C:8]=1[C:9]1[O:13][CH:12]=[N:11][CH:10]=1. (2) Given the reactants [CH3:1][C:2]1[CH:7]=[C:6]([C:8](=O)[CH2:9][CH:10]([C:18]2[CH:23]=[CH:22][C:21]([C:24]3[CH:29]=[CH:28][C:27]([C:30]([NH:32][CH2:33][C:34]([OH:36])=[O:35])=[O:31])=[CH:26][CH:25]=3)=[CH:20][CH:19]=2)[C:11]2[CH:16]=[CH:15][CH:14]=[CH:13][C:12]=2[CH3:17])[CH:5]=[CH:4][N:3]=1.Cl.[NH2:39][OH:40].C([O-])(O)=O.[Na+], predict the reaction product. The product is: [OH:40][N:39]=[C:8]([C:6]1[CH:5]=[CH:4][N:3]=[C:2]([CH3:1])[CH:7]=1)[CH2:9][CH:10]([C:18]1[CH:23]=[CH:22][C:21]([C:24]2[CH:29]=[CH:28][C:27]([C:30]([NH:32][CH2:33][C:34]([OH:36])=[O:35])=[O:31])=[CH:26][CH:25]=2)=[CH:20][CH:19]=1)[C:11]1[CH:16]=[CH:15][CH:14]=[CH:13][C:12]=1[CH3:17]. (3) Given the reactants [Br:1][C:2]1[C:11]([O:12][CH3:13])=[CH:10][CH:9]=[C:8]2[C:3]=1[CH:4]=[CH:5][C:6]([S:14]([CH3:17])(=O)=O)=[N:7]2.O, predict the reaction product. The product is: [Br:1][C:2]1[C:11]([O:12][CH3:13])=[CH:10][CH:9]=[C:8]2[C:3]=1[CH:4]=[CH:5][C:6]([S:14][CH3:17])=[N:7]2. (4) Given the reactants [Br:1][C:2]1[CH:20]=[CH:19][C:18]([O:21][CH3:22])=[CH:17][C:3]=1[O:4][CH2:5][C:6]1(O)[CH2:15][CH2:14][CH2:13][C:12]2[N:11]=[CH:10][N:9]=[CH:8][C:7]1=2.P(Cl)(Cl)(Cl)=O, predict the reaction product. The product is: [Br:1][C:2]1[CH:20]=[CH:19][C:18]([O:21][CH3:22])=[CH:17][C:3]=1[O:4][CH2:5][C:6]1[C:7]2[CH:8]=[N:9][CH:10]=[N:11][C:12]=2[CH2:13][CH2:14][CH:15]=1. (5) Given the reactants [C:1]([O:5][C:6](=[O:24])[NH:7][CH:8]([CH:10]1[C:14]2([CH2:16][CH2:15]2)[CH2:13][N:12](CC2C=CC=CC=2)[CH2:11]1)[CH3:9])([CH3:4])([CH3:3])[CH3:2].[H][H], predict the reaction product. The product is: [C:1]([O:5][C:6](=[O:24])[NH:7][CH:8]([CH:10]1[C:14]2([CH2:15][CH2:16]2)[CH2:13][NH:12][CH2:11]1)[CH3:9])([CH3:2])([CH3:3])[CH3:4]. (6) The product is: [Br:1][C:2]1[C:3](=[O:4])[N:9]([C:10]2[CH:15]=[CH:14][C:13]([C:16]([F:19])([F:18])[F:17])=[CH:12][C:11]=2[S:20]([CH3:23])(=[O:22])=[O:21])[N:8]=[CH:7][C:6]=1[Br:24]. Given the reactants [Br:1]/[C:2](=[C:6](\[Br:24])/[CH:7]=[N:8]\[NH:9][C:10]1[CH:15]=[CH:14][C:13]([C:16]([F:19])([F:18])[F:17])=[CH:12][C:11]=1[S:20]([CH3:23])(=[O:22])=[O:21])/[C:3](O)=[O:4].C(N1C=CN=C1)(N1C=CN=C1)=O.ClCCl, predict the reaction product.